This data is from Forward reaction prediction with 1.9M reactions from USPTO patents (1976-2016). The task is: Predict the product of the given reaction. Given the reactants [Cl:1][C:2]1[CH:7]=[CH:6][C:5]([C:8]2[CH:13]=[CH:12][C:11]([C:14]#[C:15][C:16]([OH:18])=O)=[CH:10][CH:9]=2)=[CH:4][CH:3]=1.CN1CCOCC1.ClC(O[CH2:30][CH:31]([CH3:33])[CH3:32])=O.C[CH:35]1CC(C)C[CH:37]([NH:42][CH2:43][C:44]2[CH:49]=[CH:48][C:47]([NH2:50])=[CH:46][CH:45]=2)[CH2:36]1, predict the reaction product. The product is: [CH3:32][CH:31]1[CH2:33][CH:36]([CH3:35])[CH2:37][N:42]([CH2:43][C:44]2[CH:45]=[CH:46][C:47]([NH:50][C:16](=[O:18])[C:15]#[C:14][C:11]3[CH:10]=[CH:9][C:8]([C:5]4[CH:4]=[CH:3][C:2]([Cl:1])=[CH:7][CH:6]=4)=[CH:13][CH:12]=3)=[CH:48][CH:49]=2)[CH2:30]1.